From a dataset of Forward reaction prediction with 1.9M reactions from USPTO patents (1976-2016). Predict the product of the given reaction. Given the reactants Br[C:2]1[S:6][C:5]([C:7]2[CH:12]=[CH:11][C:10]([C:13]3[CH:14]=[N:15][C:16]([N:19]4[CH2:24][CH2:23][CH:22]([O:25][CH:26]5[CH2:31][CH2:30][CH2:29][CH2:28][CH2:27]5)[CH2:21][CH2:20]4)=[N:17][CH:18]=3)=[CH:9][CH:8]=2)=[N:4][N:3]=1.[NH:32]1[CH2:37][CH2:36][CH:35]([CH2:38][OH:39])[CH2:34][CH2:33]1, predict the reaction product. The product is: [CH:26]1([O:25][CH:22]2[CH2:23][CH2:24][N:19]([C:16]3[N:15]=[CH:14][C:13]([C:10]4[CH:11]=[CH:12][C:7]([C:5]5[S:6][C:2]([N:32]6[CH2:37][CH2:36][CH:35]([CH2:38][OH:39])[CH2:34][CH2:33]6)=[N:3][N:4]=5)=[CH:8][CH:9]=4)=[CH:18][N:17]=3)[CH2:20][CH2:21]2)[CH2:31][CH2:30][CH2:29][CH2:28][CH2:27]1.